From a dataset of CYP2C9 inhibition data for predicting drug metabolism from PubChem BioAssay. Regression/Classification. Given a drug SMILES string, predict its absorption, distribution, metabolism, or excretion properties. Task type varies by dataset: regression for continuous measurements (e.g., permeability, clearance, half-life) or binary classification for categorical outcomes (e.g., BBB penetration, CYP inhibition). Dataset: cyp2c9_veith. (1) The molecule is CC(C)CCNC(=O)CN(C(=O)Cn1nnc(-c2ccccc2F)n1)c1cccc2c1CCCC2. The result is 1 (inhibitor). (2) The drug is CCCC(=O)NNC(=O)Nc1ccccc1. The result is 0 (non-inhibitor). (3) The compound is O=C(O)[C@@H](Br)[C@H](Br)C(=O)O. The result is 0 (non-inhibitor). (4) The compound is COC(=O)[C@H](C)NC(=O)C/C=C\[C@@H](C)[C@H]1C=C[C@H](O)[C@@H](CO)O1. The result is 0 (non-inhibitor). (5) The drug is COC(=O)[C@@]1(Cc2ccc(F)cc2)[C@H]2c3cc(C(=O)N4CCCC4)n(Cc4ccc(C)o4)c3C[C@H]2CN1C(=O)c1ccccc1. The result is 1 (inhibitor).